This data is from NCI-60 drug combinations with 297,098 pairs across 59 cell lines. The task is: Regression. Given two drug SMILES strings and cell line genomic features, predict the synergy score measuring deviation from expected non-interaction effect. (1) Drug 1: C1CC(C1)(C(=O)O)C(=O)O.[NH2-].[NH2-].[Pt+2]. Drug 2: CC1=C(C=C(C=C1)NC(=O)C2=CC=C(C=C2)CN3CCN(CC3)C)NC4=NC=CC(=N4)C5=CN=CC=C5. Cell line: NCI/ADR-RES. Synergy scores: CSS=9.01, Synergy_ZIP=-2.08, Synergy_Bliss=2.44, Synergy_Loewe=1.24, Synergy_HSA=2.30. (2) Drug 1: CC1=CC2C(CCC3(C2CCC3(C(=O)C)OC(=O)C)C)C4(C1=CC(=O)CC4)C. Drug 2: CN(CCCl)CCCl.Cl. Cell line: TK-10. Synergy scores: CSS=9.01, Synergy_ZIP=-1.68, Synergy_Bliss=-4.27, Synergy_Loewe=-20.3, Synergy_HSA=-8.49. (3) Drug 1: CC1=C(C(CCC1)(C)C)C=CC(=CC=CC(=CC(=O)O)C)C. Drug 2: C(CCl)NC(=O)N(CCCl)N=O. Cell line: NCI/ADR-RES. Synergy scores: CSS=-1.32, Synergy_ZIP=4.02, Synergy_Bliss=8.21, Synergy_Loewe=-0.261, Synergy_HSA=0.230. (4) Cell line: OVCAR3. Synergy scores: CSS=32.5, Synergy_ZIP=-8.56, Synergy_Bliss=-3.03, Synergy_Loewe=-4.77, Synergy_HSA=-2.56. Drug 1: CC1OCC2C(O1)C(C(C(O2)OC3C4COC(=O)C4C(C5=CC6=C(C=C35)OCO6)C7=CC(=C(C(=C7)OC)O)OC)O)O. Drug 2: CN(CCCl)CCCl.Cl. (5) Drug 1: CCCCCOC(=O)NC1=NC(=O)N(C=C1F)C2C(C(C(O2)C)O)O. Drug 2: COC1=C2C(=CC3=C1OC=C3)C=CC(=O)O2. Cell line: MOLT-4. Synergy scores: CSS=-10.6, Synergy_ZIP=8.26, Synergy_Bliss=5.98, Synergy_Loewe=-8.73, Synergy_HSA=-7.87. (6) Drug 1: CS(=O)(=O)C1=CC(=C(C=C1)C(=O)NC2=CC(=C(C=C2)Cl)C3=CC=CC=N3)Cl. Drug 2: C1CC(C1)(C(=O)O)C(=O)O.[NH2-].[NH2-].[Pt+2]. Cell line: HCC-2998. Synergy scores: CSS=19.9, Synergy_ZIP=1.50, Synergy_Bliss=7.04, Synergy_Loewe=5.95, Synergy_HSA=5.86. (7) Drug 1: C1=NC2=C(N=C(N=C2N1C3C(C(C(O3)CO)O)O)F)N. Drug 2: CC1=C2C(C(=O)C3(C(CC4C(C3C(C(C2(C)C)(CC1OC(=O)C(C(C5=CC=CC=C5)NC(=O)C6=CC=CC=C6)O)O)OC(=O)C7=CC=CC=C7)(CO4)OC(=O)C)O)C)OC(=O)C. Cell line: CAKI-1. Synergy scores: CSS=34.4, Synergy_ZIP=-10.6, Synergy_Bliss=-6.24, Synergy_Loewe=-11.2, Synergy_HSA=-5.89.